The task is: Binary Classification. Given a miRNA mature sequence and a target amino acid sequence, predict their likelihood of interaction.. This data is from Experimentally validated miRNA-target interactions with 360,000+ pairs, plus equal number of negative samples. (1) The miRNA is rno-miR-141-3p with sequence UAACACUGUCUGGUAAAGAUGG. The protein sequence of the target gene is MDFSKFLADDFDVKDWINAAFRAGPKDGAAGKADGHAATLVMKLQLFIQEVNHAVEETSLQALQNMPKVLRDVEALKQEASFLKEQMILVKEDIKKFEQDTSQSMQVLVEIDQVKSRMQLAAESLQEADKWSTLSADIEETFKTQDIAVISAKLTGMQNSLMMLVDTPDYSEKCVHLEALKNRLEALASPQIVAAFTSQSVDQSKVFVKVFTEIDRMPQLLAYYYKCHKVQLLATWQELCQSDLPLDRQLTGLYDALLGAWHTQTQWATQVFKNPHEVVTVLLIQTLGALVPSLPMCLSA.... Result: 0 (no interaction). (2) The protein sequence of the target gene is MAEDVSSAAPSPRGCADGRDADPTEEQMAETERNDEEQFECQELLECQVQVGAPEEEEEEEEDAGLVAEAEAVAAGWMLDFLCLSLCRAFRDGRSEDFRRTRNSAEAIIHGLSSLTACQLRTIYICQFLTRIAAGKTLDAQFENDERITPLESALMIWGSIEKEHDKLHEEIQNLIKIQAIAVCMENGNFKEAEEVFERIFGDPNSHMPFKSKLLMIISQKDTFHSFFQHFSYNHMMEKIKSYVNYVLSEKSSTFLMKAAAKVVESKRTRTITSQDKPSGNDVEMETEANLDTRKSVSDK.... The miRNA is hsa-miR-10a-5p with sequence UACCCUGUAGAUCCGAAUUUGUG. Result: 0 (no interaction). (3) The miRNA is mmu-miR-1900 with sequence GGCCGCCCUCUCUGGUCCUUCA. The protein sequence of the target gene is MSDEASETGQRYNGQPILKRQKPILPYICSTLDFQEERDFLAKSIFPRLNDICSSRGTYFKAVDLRWSAVKAHKSFTSNQFRQYSCLQSQHLKLSLDYVNRCFPFFIGLLGQTYGDFLPDYTPFLLSQVKDFESLSKGKKNLYIAAKNGYPWVLKTPNCSLTEFEIIQAVFRKKSQFQFFYFRTSNSLLRTFNEEEEEEEEKLSSAYLLNEQGKMKVGKLKAKIIGKGLPVRFYRDLEELGDMVWKDWSAVVEKLYPFTTIMGNIDYKHSFENLYHEEFVENCKQVFVTSKESNRTFEIL.... Result: 0 (no interaction).